Dataset: Full USPTO retrosynthesis dataset with 1.9M reactions from patents (1976-2016). Task: Predict the reactants needed to synthesize the given product. (1) Given the product [CH3:1][O:2][C:3](=[O:33])[CH2:4][CH2:5][C:6]1[N:7]([CH2:11][C:12]2[CH:17]=[CH:16][C:15]([CH2:18][CH2:19][CH2:20][C:21]3[N:22]=[C:23]([C:27]4[CH:28]=[CH:29][CH:30]=[CH:31][CH:32]=4)[O:24][C:25]=3[CH3:26])=[CH:14][CH:13]=2)[CH:8]=[CH:9][CH:10]=1, predict the reactants needed to synthesize it. The reactants are: [CH3:1][O:2][C:3](=[O:33])[CH:4]=[CH:5][C:6]1[N:7]([CH2:11][C:12]2[CH:17]=[CH:16][C:15]([CH2:18][CH2:19][CH2:20][C:21]3[N:22]=[C:23]([C:27]4[CH:32]=[CH:31][CH:30]=[CH:29][CH:28]=4)[O:24][C:25]=3[CH3:26])=[CH:14][CH:13]=2)[CH:8]=[CH:9][CH:10]=1. (2) Given the product [Br:13][C:14]1[CH:21]=[CH:20][C:17]([CH2:18][O:9][CH2:8][CH2:7][CH2:6][CH2:5][CH2:4][CH2:3][CH2:2][CH2:1][OH:10])=[CH:16][CH:15]=1, predict the reactants needed to synthesize it. The reactants are: [CH2:1]([OH:10])[CH2:2][CH2:3][CH2:4][CH2:5][CH2:6][CH2:7][CH2:8][OH:9].[H][H].[Br:13][C:14]1[CH:21]=[CH:20][C:17]([CH2:18]Br)=[CH:16][CH:15]=1.[I-].[K+]. (3) Given the product [ClH:12].[Cl:12][CH2:13][C:14]1[N:10]=[C:9]([CH2:8][N:5]2[CH2:6][CH2:7][N:2]([CH3:1])[CH2:3][CH2:4]2)[S:11][CH:16]=1, predict the reactants needed to synthesize it. The reactants are: [CH3:1][N:2]1[CH2:7][CH2:6][N:5]([CH2:8][C:9](=[S:11])[NH2:10])[CH2:4][CH2:3]1.[Cl:12][CH2:13][C:14]([CH2:16]Cl)=O.C(=O)(O)[O-].[Na+].S(Cl)(Cl)=O. (4) Given the product [CH3:35][C@@:33]1([CH2:36][O:1][C:2]2[CH:7]=[CH:6][C:5]([CH:8]3[CH2:9][CH2:10][N:11]([C:14]([O:16][C:17]([CH3:20])([CH3:19])[CH3:18])=[O:15])[CH2:12][CH2:13]3)=[CH:4][CH:3]=2)[O:34][C:24]2=[N:28][C:27]([N+:29]([O-:31])=[O:30])=[CH:26][N:25]2[CH2:32]1, predict the reactants needed to synthesize it. The reactants are: [OH:1][C:2]1[CH:7]=[CH:6][C:5]([CH:8]2[CH2:13][CH2:12][N:11]([C:14]([O:16][C:17]([CH3:20])([CH3:19])[CH3:18])=[O:15])[CH2:10][CH2:9]2)=[CH:4][CH:3]=1.[H-].[Na+].Cl[C:24]1[N:25]([CH2:32][C@:33]2([CH3:36])[CH2:35][O:34]2)[CH:26]=[C:27]([N+:29]([O-:31])=[O:30])[N:28]=1. (5) Given the product [F:1][C:2]1[CH:8]=[C:7]([N:10]2[CH:14]=[CH:13][CH:12]=[N:11]2)[CH:6]=[CH:5][C:3]=1[NH2:4], predict the reactants needed to synthesize it. The reactants are: [F:1][C:2]1[CH:8]=[C:7](I)[CH:6]=[CH:5][C:3]=1[NH2:4].[NH:10]1[CH:14]=[CH:13][CH:12]=[N:11]1.C(=O)([O-])[O-].[Cs+].[Cs+]. (6) The reactants are: [NH2:1][C:2]1[C:10]2[N:9]=[C:8]([CH2:11][N:12]([CH3:23])[CH:13]3[C:22]4[N:21]=[CH:20][CH:19]=[CH:18][C:17]=4[CH2:16][CH2:15][CH2:14]3)[NH:7][C:6]=2[CH:5]=[CH:4][CH:3]=1.[CH:24]([CH:26]=O)=O.[NH4+:28].[Cl-].[CH2:30]=O.OP(O)(O)=O. Given the product [N:1]1([C:2]2[C:10]3[N:9]=[C:8]([CH2:11][N:12]([CH3:23])[CH:13]4[C:22]5[N:21]=[CH:20][CH:19]=[CH:18][C:17]=5[CH2:16][CH2:15][CH2:14]4)[NH:7][C:6]=3[CH:5]=[CH:4][CH:3]=2)[CH:26]=[CH:24][N:28]=[CH:30]1, predict the reactants needed to synthesize it. (7) Given the product [O:28]=[C:27]1[NH:19][CH2:18][CH2:17][C:2]2([CH2:3][C@H:4]([C:7]([O:9][CH2:10][C:11]3[CH:16]=[CH:15][CH:14]=[CH:13][CH:12]=3)=[O:8])[CH2:5][CH2:6]2)[NH:1]1, predict the reactants needed to synthesize it. The reactants are: [NH2:1][C:2]1([CH2:17][CH2:18][NH2:19])[CH2:6][CH2:5][C@@H:4]([C:7]([O:9][CH2:10][C:11]2[CH:16]=[CH:15][CH:14]=[CH:13][CH:12]=2)=[O:8])[CH2:3]1.C(N(CC)CC)C.[C:27](N1C=CN=C1)(N1C=CN=C1)=[O:28].C(OCC)(=O)C.